Dataset: Reaction yield outcomes from USPTO patents with 853,638 reactions. Task: Predict the reaction yield, written as a fraction of the theoretical maximum amount of product (1.0 means a 100% yield; for example, 0.34 means a 34% yield). (1) The reactants are [CH:1]1([CH2:6][C@H:7]([C:19]2[CH:24]=[CH:23][C:22]([Cl:25])=[C:21]([Cl:26])[CH:20]=2)[C:8](N2[C@@H](C(C)C)COC2=O)=[O:9])[CH2:5][CH2:4][CH2:3][CH2:2]1.[OH:27]O.[OH-].[Li+]. The catalyst is O1CCCC1.O. The product is [CH:1]1([CH2:6][C@H:7]([C:19]2[CH:24]=[CH:23][C:22]([Cl:25])=[C:21]([Cl:26])[CH:20]=2)[C:8]([OH:9])=[O:27])[CH2:2][CH2:3][CH2:4][CH2:5]1. The yield is 0.700. (2) The reactants are CCC(C)[BH-](C(C)CC)C(C)CC.[Li+].[C:15]([O:19][C:20]([N:22]1[CH2:27][CH:26]([F:28])[C:25](=[O:29])[C:24]([CH3:31])([CH3:30])[CH2:23]1)=[O:21])([CH3:18])([CH3:17])[CH3:16]. The catalyst is O1CCCC1. The product is [C:15]([O:19][C:20]([N:22]1[CH2:27][C@H:26]([F:28])[C@H:25]([OH:29])[C:24]([CH3:31])([CH3:30])[CH2:23]1)=[O:21])([CH3:18])([CH3:16])[CH3:17]. The yield is 0.640. (3) The reactants are [H-].[Na+].[Cl:3][C:4]1[CH:10]=[CH:9][C:8]([N+:11]([O-:13])=[O:12])=[CH:7][C:5]=1[NH2:6].I[CH3:15]. The catalyst is O1CCCC1. The product is [Cl:3][C:4]1[CH:10]=[CH:9][C:8]([N+:11]([O-:13])=[O:12])=[CH:7][C:5]=1[NH:6][CH3:15]. The yield is 0.330. (4) The reactants are [SH2:1].[C:2]([CH2:4][C:5]([O:7][CH2:8][CH3:9])=[O:6])#[N:3]. The catalyst is N1C=CC=CC=1.C(N(CC)CC)C. The product is [NH2:3][C:2](=[S:1])[CH2:4][C:5]([O:7][CH2:8][CH3:9])=[O:6]. The yield is 0.960.